From a dataset of Full USPTO retrosynthesis dataset with 1.9M reactions from patents (1976-2016). Predict the reactants needed to synthesize the given product. (1) Given the product [OH:26][C:15]1[C:16]([CH:23]([CH3:24])[CH3:25])=[CH:17][C:18]([CH:20]([CH3:22])[CH3:21])=[CH:19][C:14]=1[C:13]1[C:9]2[CH:8]=[C:7]([C:5]([CH3:6])=[CH:4][C:3]([OH:32])=[O:2])[CH:31]=[CH:30][C:10]=2[S:11][CH:12]=1, predict the reactants needed to synthesize it. The reactants are: C[O:2][C:3](=[O:32])[CH:4]=[C:5]([C:7]1[CH:31]=[CH:30][C:10]2[S:11][CH:12]=[C:13]([C:14]3[CH:19]=[C:18]([CH:20]([CH3:22])[CH3:21])[CH:17]=[C:16]([CH:23]([CH3:25])[CH3:24])[C:15]=3[O:26]COC)[C:9]=2[CH:8]=1)[CH3:6].Cl. (2) Given the product [O:25]=[C:13]1[N:12]([C:8]2[CH:7]=[N:6][C:5]3[C:10](=[CH:11][C:2]([C:34]4[CH:39]=[N:38][CH:37]=[C:36]([NH:40][S:41]([C:44]5[CH:45]=[CH:46][CH:47]=[CH:48][CH:49]=5)(=[O:43])=[O:42])[CH:35]=4)=[CH:3][CH:4]=3)[N:9]=2)[CH2:17][CH2:16][N:15]([C:18]([O:20][C:21]([CH3:24])([CH3:23])[CH3:22])=[O:19])[CH2:14]1, predict the reactants needed to synthesize it. The reactants are: Br[C:2]1[CH:11]=[C:10]2[C:5]([N:6]=[CH:7][C:8]([N:12]3[CH2:17][CH2:16][N:15]([C:18]([O:20][C:21]([CH3:24])([CH3:23])[CH3:22])=[O:19])[CH2:14][C:13]3=[O:25])=[N:9]2)=[CH:4][CH:3]=1.CC1(C)C(C)(C)OB([C:34]2[CH:35]=[C:36]([NH:40][S:41]([C:44]3[CH:49]=[CH:48][CH:47]=[CH:46][CH:45]=3)(=[O:43])=[O:42])[CH:37]=[N:38][CH:39]=2)O1.C(=O)(O)[O-].[Na+]. (3) Given the product [C:33]([O:1][C:2]1[C:3]([C:10](=[O:11])[NH:12][C@H:13]2[CH2:21][CH2:20][CH2:19][C@H:18]([O:22][CH2:23][CH2:24][CH3:25])[C@@H:17]([CH2:26][CH2:27][CH:28]([CH3:30])[CH3:29])[C@H:16]([CH3:31])[O:15][C:14]2=[O:32])=[N:4][CH:5]=[CH:6][C:7]=1[O:8][CH3:9])(=[O:35])[CH3:34], predict the reactants needed to synthesize it. The reactants are: [OH:1][C:2]1[C:3]([C:10]([NH:12][C@H:13]2[CH2:21][CH2:20][CH2:19][C@H:18]([O:22][CH2:23][CH2:24][CH3:25])[C@@H:17]([CH2:26][CH2:27][CH:28]([CH3:30])[CH3:29])[C@H:16]([CH3:31])[O:15][C:14]2=[O:32])=[O:11])=[N:4][CH:5]=[CH:6][C:7]=1[O:8][CH3:9].[C:33](Cl)(=[O:35])[CH3:34]. (4) The reactants are: [Cl:1][C:2]1[S:6][C:5]([C:7]([OH:9])=O)=[CH:4][CH:3]=1.C(N1C=CN=C1)(N1C=CN=C1)=O.[Mg+].[C:23]([O:29][CH2:30][CH3:31])(=[O:28])[CH2:24]C([O-])=O.Cl. Given the product [Cl:1][C:2]1[S:6][C:5]([C:7](=[O:9])[CH2:24][C:23]([O:29][CH2:30][CH3:31])=[O:28])=[CH:4][CH:3]=1, predict the reactants needed to synthesize it. (5) Given the product [CH3:40][O:41][CH2:42][C:43]([N:1]1[CH2:6][CH2:5][CH:4]([NH:7][C:8]2[CH:9]=[C:10]([S:14][C:15]3[CH:20]=[CH:19][C:18]([CH:21]=[CH:22][C:23]([OH:25])=[O:24])=[C:17]([C:26]([F:28])([F:27])[F:29])[C:16]=3[C:30]([F:31])([F:33])[F:32])[CH:11]=[CH:12][CH:13]=2)[CH2:3][CH2:2]1)=[O:44], predict the reactants needed to synthesize it. The reactants are: [NH:1]1[CH2:6][CH2:5][CH:4]([NH:7][C:8]2[CH:9]=[C:10]([S:14][C:15]3[CH:20]=[CH:19][C:18]([CH:21]=[CH:22][C:23]([OH:25])=[O:24])=[C:17]([C:26]([F:29])([F:28])[F:27])[C:16]=3[C:30]([F:33])([F:32])[F:31])[CH:11]=[CH:12][CH:13]=2)[CH2:3][CH2:2]1.C(=O)([O-])[O-].[K+].[K+].[CH3:40][O:41][CH2:42][C:43](Cl)=[O:44]. (6) Given the product [CH3:1][C:2]12[CH:7]([C:8]([OH:10])=[O:9])[CH:6]1[CH2:5][CH2:4][CH2:3]2, predict the reactants needed to synthesize it. The reactants are: [CH3:1][C:2]12[CH:7]([C:8]([O:10]CC)=[O:9])[CH:6]1[CH2:5][CH2:4][CH2:3]2.C[C@@]12[C@@H](C(OCC)=O)C1C[C@@H]1[C@@H](C1(C)C)C2. (7) Given the product [F:37][C:18]12[CH2:19][CH:20]3[CH2:21][CH:22]([CH2:23][C:16]([NH:15][C:12]4[N:11]=[C:10]([C:27]([F:30])([F:29])[F:28])[C:9]([C:7]([N:1]5[CH2:2][CH2:40][O:43][CH2:5][CH2:6]5)=[O:8])=[CH:14][N:13]=4)([CH2:25]3)[CH2:17]1)[CH2:24]2, predict the reactants needed to synthesize it. The reactants are: [N:1]1([C:7]([C:9]2[C:10]([C:27]([F:30])([F:29])[F:28])=[N:11][C:12]([NH:15][C:16]34[CH2:25][CH:20]5[CH2:21][CH:22]([CH2:24][C:18](O)([CH2:19]5)[CH2:17]3)[CH2:23]4)=[N:13][CH:14]=2)=[O:8])[CH2:6][CH2:5]OC[CH2:2]1.C(N(S(F)(F)[F:37])CC)C.[C:40](=[O:43])([O-])O.[Na+].